Regression. Given two drug SMILES strings and cell line genomic features, predict the synergy score measuring deviation from expected non-interaction effect. From a dataset of NCI-60 drug combinations with 297,098 pairs across 59 cell lines. (1) Drug 1: CCCCCOC(=O)NC1=NC(=O)N(C=C1F)C2C(C(C(O2)C)O)O. Drug 2: C1C(C(OC1N2C=NC(=NC2=O)N)CO)O. Cell line: A498. Synergy scores: CSS=-7.47, Synergy_ZIP=2.67, Synergy_Bliss=-5.31, Synergy_Loewe=-14.7, Synergy_HSA=-20.7. (2) Drug 1: CC1=C(C=C(C=C1)NC2=NC=CC(=N2)N(C)C3=CC4=NN(C(=C4C=C3)C)C)S(=O)(=O)N.Cl. Drug 2: CC(C)(C#N)C1=CC(=CC(=C1)CN2C=NC=N2)C(C)(C)C#N. Cell line: T-47D. Synergy scores: CSS=6.56, Synergy_ZIP=-0.875, Synergy_Bliss=3.90, Synergy_Loewe=3.51, Synergy_HSA=3.64. (3) Drug 1: C1=NC2=C(N=C(N=C2N1C3C(C(C(O3)CO)O)O)F)N. Drug 2: CCC1=C2CN3C(=CC4=C(C3=O)COC(=O)C4(CC)O)C2=NC5=C1C=C(C=C5)O. Cell line: RXF 393. Synergy scores: CSS=1.71, Synergy_ZIP=2.47, Synergy_Bliss=7.21, Synergy_Loewe=-4.47, Synergy_HSA=-1.17. (4) Drug 1: CC1=C2C(C(=O)C3(C(CC4C(C3C(C(C2(C)C)(CC1OC(=O)C(C(C5=CC=CC=C5)NC(=O)OC(C)(C)C)O)O)OC(=O)C6=CC=CC=C6)(CO4)OC(=O)C)OC)C)OC. Drug 2: CC1=C2C(C(=O)C3(C(CC4C(C3C(C(C2(C)C)(CC1OC(=O)C(C(C5=CC=CC=C5)NC(=O)C6=CC=CC=C6)O)O)OC(=O)C7=CC=CC=C7)(CO4)OC(=O)C)O)C)OC(=O)C. Cell line: NCI-H226. Synergy scores: CSS=42.6, Synergy_ZIP=-3.80, Synergy_Bliss=-3.33, Synergy_Loewe=0.0796, Synergy_HSA=2.13. (5) Drug 1: CCC(=C(C1=CC=CC=C1)C2=CC=C(C=C2)OCCN(C)C)C3=CC=CC=C3.C(C(=O)O)C(CC(=O)O)(C(=O)O)O. Drug 2: C(=O)(N)NO. Cell line: SF-539. Synergy scores: CSS=6.19, Synergy_ZIP=-0.511, Synergy_Bliss=2.06, Synergy_Loewe=1.60, Synergy_HSA=1.83. (6) Drug 1: C1=NC(=NC(=O)N1C2C(C(C(O2)CO)O)O)N. Drug 2: CC1CCCC2(C(O2)CC(NC(=O)CC(C(C(=O)C(C1O)C)(C)C)O)C(=CC3=CSC(=N3)C)C)C. Cell line: HOP-92. Synergy scores: CSS=39.7, Synergy_ZIP=-3.25, Synergy_Bliss=-0.658, Synergy_Loewe=3.29, Synergy_HSA=4.81. (7) Drug 1: C1=NC2=C(N=C(N=C2N1C3C(C(C(O3)CO)O)F)Cl)N. Drug 2: CS(=O)(=O)CCNCC1=CC=C(O1)C2=CC3=C(C=C2)N=CN=C3NC4=CC(=C(C=C4)OCC5=CC(=CC=C5)F)Cl. Cell line: CAKI-1. Synergy scores: CSS=10.5, Synergy_ZIP=-10.1, Synergy_Bliss=-8.34, Synergy_Loewe=-28.3, Synergy_HSA=-9.46. (8) Drug 2: CC1=C2C(C(=O)C3(C(CC4C(C3C(C(C2(C)C)(CC1OC(=O)C(C(C5=CC=CC=C5)NC(=O)C6=CC=CC=C6)O)O)OC(=O)C7=CC=CC=C7)(CO4)OC(=O)C)O)C)OC(=O)C. Drug 1: CC1=CC=C(C=C1)C2=CC(=NN2C3=CC=C(C=C3)S(=O)(=O)N)C(F)(F)F. Cell line: NCI-H460. Synergy scores: CSS=17.1, Synergy_ZIP=18.7, Synergy_Bliss=18.6, Synergy_Loewe=7.58, Synergy_HSA=14.4. (9) Drug 1: CC12CCC3C(C1CCC2=O)CC(=C)C4=CC(=O)C=CC34C. Drug 2: CN(C)N=NC1=C(NC=N1)C(=O)N. Cell line: SF-295. Synergy scores: CSS=42.5, Synergy_ZIP=1.66, Synergy_Bliss=-4.95, Synergy_Loewe=-3.63, Synergy_HSA=-3.87.